Dataset: Reaction yield outcomes from USPTO patents with 853,638 reactions. Task: Predict the reaction yield, written as a fraction of the theoretical maximum amount of product (1.0 means a 100% yield; for example, 0.34 means a 34% yield). (1) The reactants are [NH2:1][C:2]1[CH:3]=[C:4]([C:8]2[CH:9]=[CH:10][CH:11]=[C:12]3[C:17]=2[N:16]=[C:15]([NH:18][C:19]2[CH:24]=[CH:23][C:22]([N:25]4[CH2:30][CH2:29][N:28]([CH3:31])[CH2:27][CH2:26]4)=[CH:21][CH:20]=2)[N:14]=[CH:13]3)[CH:5]=[CH:6][CH:7]=1.[C:32](Cl)(=[O:35])[CH:33]=[CH2:34]. The catalyst is C(Cl)Cl. The product is [CH3:31][N:28]1[CH2:27][CH2:26][N:25]([C:22]2[CH:21]=[CH:20][C:19]([NH:18][C:15]3[N:14]=[CH:13][C:12]4[C:17](=[C:8]([C:4]5[CH:3]=[C:2]([NH:1][C:32](=[O:35])[CH:33]=[CH2:34])[CH:7]=[CH:6][CH:5]=5)[CH:9]=[CH:10][CH:11]=4)[N:16]=3)=[CH:24][CH:23]=2)[CH2:30][CH2:29]1. The yield is 0.730. (2) The reactants are [C:1]([C:4]1[CH:12]=[CH:11][C:7]2[O:8][CH2:9][CH2:10][C:6]=2[CH:5]=1)(=O)[CH3:2].[C:13]([CH2:15][C:16]([O:18][CH3:19])=[O:17])#[N:14].C(N)C1C=CC=CC=1.C(O)(=O)C. The catalyst is C1(C)C=CC=CC=1. The product is [CH3:19][O:18][C:16](=[O:17])/[C:15](/[C:13]#[N:14])=[C:1](/[C:4]1[CH:12]=[CH:11][C:7]2[O:8][CH2:9][CH2:10][C:6]=2[CH:5]=1)\[CH3:2]. The yield is 0.600.